Dataset: Full USPTO retrosynthesis dataset with 1.9M reactions from patents (1976-2016). Task: Predict the reactants needed to synthesize the given product. (1) Given the product [CH3:16][CH:7]([O:6][C:5]1[CH:17]=[CH:18][C:2]([C:27]2[CH:28]=[CH:29][C:24]([C:22]([O:21][CH2:19][CH3:20])=[O:23])=[CH:25][CH:26]=2)=[CH:3][CH:4]=1)[CH2:8][NH:9][S:10]([CH:13]([CH3:15])[CH3:14])(=[O:12])=[O:11], predict the reactants needed to synthesize it. The reactants are: Br[C:2]1[CH:18]=[CH:17][C:5]([O:6][CH:7]([CH3:16])[CH2:8][NH:9][S:10]([CH:13]([CH3:15])[CH3:14])(=[O:12])=[O:11])=[CH:4][CH:3]=1.[CH2:19]([O:21][C:22]([C:24]1[CH:29]=[CH:28][C:27](B(O)O)=[CH:26][CH:25]=1)=[O:23])[CH3:20].C(=O)([O-])[O-].[Na+].[Na+]. (2) Given the product [CH2:1]([S:3]([C:6]1[CH:7]=[C:8]([C:12]2[CH:20]=[C:19]([C:21]([NH:23][CH:24]3[CH2:25][CH2:26][N:27]([CH3:30])[CH2:28][CH2:29]3)=[O:22])[C:18]([CH3:31])=[C:17]3[C:13]=2[C:14]2[CH:35]=[C:34]([CH3:36])[CH:33]=[N:32][C:15]=2[NH:16]3)[CH:9]=[CH:10][CH:11]=1)(=[O:4])=[O:5])[CH3:2].[P:37]([OH:41])([OH:40])([OH:39])=[O:38].[CH2:1]([S:3]([C:6]1[CH:7]=[C:8]([C:12]2[CH:20]=[C:19]([C:21]([NH:23][CH:24]3[CH2:25][CH2:26][N:27]([CH3:30])[CH2:28][CH2:29]3)=[O:22])[C:18]([CH3:31])=[C:17]3[C:13]=2[C:14]2[CH:35]=[C:34]([CH3:36])[CH:33]=[N:32][C:15]=2[NH:16]3)[CH:9]=[CH:10][CH:11]=1)(=[O:4])=[O:5])[CH3:2], predict the reactants needed to synthesize it. The reactants are: [CH2:1]([S:3]([C:6]1[CH:7]=[C:8]([C:12]2[CH:20]=[C:19]([C:21]([NH:23][CH:24]3[CH2:29][CH2:28][N:27]([CH3:30])[CH2:26][CH2:25]3)=[O:22])[C:18]([CH3:31])=[C:17]3[C:13]=2[C:14]2[CH:35]=[C:34]([CH3:36])[CH:33]=[N:32][C:15]=2[NH:16]3)[CH:9]=[CH:10][CH:11]=1)(=[O:5])=[O:4])[CH3:2].[P:37](=[O:41])([OH:40])([OH:39])[OH:38].